This data is from NCI-60 drug combinations with 297,098 pairs across 59 cell lines. The task is: Regression. Given two drug SMILES strings and cell line genomic features, predict the synergy score measuring deviation from expected non-interaction effect. Drug 1: CC1C(C(CC(O1)OC2CC(CC3=C2C(=C4C(=C3O)C(=O)C5=C(C4=O)C(=CC=C5)OC)O)(C(=O)C)O)N)O.Cl. Drug 2: CC1CCC2CC(C(=CC=CC=CC(CC(C(=O)C(C(C(=CC(C(=O)CC(OC(=O)C3CCCCN3C(=O)C(=O)C1(O2)O)C(C)CC4CCC(C(C4)OC)OCCO)C)C)O)OC)C)C)C)OC. Cell line: SK-OV-3. Synergy scores: CSS=27.9, Synergy_ZIP=-0.847, Synergy_Bliss=1.06, Synergy_Loewe=-0.0477, Synergy_HSA=4.98.